Dataset: Forward reaction prediction with 1.9M reactions from USPTO patents (1976-2016). Task: Predict the product of the given reaction. (1) Given the reactants [CH3:1][C:2]1([CH3:34])[CH2:32][C:31](=[O:33])[C:5]2[C:6]([C:9]([NH:11][C:12]3[CH:17]=[CH:16][C:15]([N:18]4[CH2:23][CH2:22][N:21](C(OC(C)(C)C)=O)[CH2:20][CH2:19]4)=[CH:14][CH:13]=3)=[O:10])=[CH:7][O:8][C:4]=2[CH2:3]1.CC1(C)CC(=O)C2C(C(NC3N=CC(N4CCN(C(OC(C)(C)C)=O)CC4)=CC=3)=O)=COC=2C1, predict the reaction product. The product is: [CH3:1][C:2]1([CH3:34])[CH2:32][C:31](=[O:33])[C:5]2[C:6]([C:9]([NH:11][C:12]3[CH:17]=[CH:16][C:15]([N:18]4[CH2:19][CH2:20][NH:21][CH2:22][CH2:23]4)=[CH:14][CH:13]=3)=[O:10])=[CH:7][O:8][C:4]=2[CH2:3]1. (2) Given the reactants [N:1]([CH:4]1[CH2:9][CH2:8][N:7]([C:10]([O:12][CH2:13][C:14]2[CH:19]=[CH:18][C:17]([N+:20]([O-:22])=[O:21])=[CH:16][CH:15]=2)=[O:11])[CH2:6][CH2:5]1)=[N+]=[N-].C1(P(C2C=CC=CC=2)C2C=CC=CC=2)C=CC=CC=1.O.O.O.O.O.O.O.O.O.O.S([O-])([O-])(=O)=O.[Na+].[Na+], predict the reaction product. The product is: [NH2:1][CH:4]1[CH2:9][CH2:8][N:7]([C:10]([O:12][CH2:13][C:14]2[CH:19]=[CH:18][C:17]([N+:20]([O-:22])=[O:21])=[CH:16][CH:15]=2)=[O:11])[CH2:6][CH2:5]1. (3) Given the reactants [Cl:1][C:2]1[CH:7]=[CH:6][C:5]([C:8]2[N:9]([CH2:14][C@H:15]([OH:20])[C:16]([F:19])([F:18])[F:17])[C:10](=[O:13])[NH:11][N:12]=2)=[CH:4][CH:3]=1.Br[CH2:22][C:23]1[S:24][C:25]([C:28]2[CH:33]=[CH:32][CH:31]=[C:30]([Cl:34])[C:29]=2[Cl:35])=[N:26][N:27]=1, predict the reaction product. The product is: [Cl:1][C:2]1[CH:7]=[CH:6][C:5]([C:8]2[N:9]([CH2:14][C@H:15]([OH:20])[C:16]([F:18])([F:19])[F:17])[C:10](=[O:13])[N:11]([CH2:22][C:23]3[S:24][C:25]([C:28]4[CH:33]=[CH:32][CH:31]=[C:30]([Cl:34])[C:29]=4[Cl:35])=[N:26][N:27]=3)[N:12]=2)=[CH:4][CH:3]=1. (4) Given the reactants [NH:1]1[CH2:6][CH2:5][O:4][CH2:3][CH2:2]1.C[Al](C)C.C[O:12][C:13]([C:15]1[N:16]([CH3:30])[C:17]([C:20]2[S:28][C:27]3[C:22](=[N:23][CH:24]=[CH:25][C:26]=3[Cl:29])[CH:21]=2)=[CH:18][N:19]=1)=O.Cl, predict the reaction product. The product is: [Cl:29][C:26]1[CH:25]=[CH:24][N:23]=[C:22]2[CH:21]=[C:20]([C:17]3[N:16]([CH3:30])[C:15]([C:13]([N:1]4[CH2:6][CH2:5][O:4][CH2:3][CH2:2]4)=[O:12])=[N:19][CH:18]=3)[S:28][C:27]=12. (5) Given the reactants CO[C:3]([C:5]1[C:10](=[O:11])[N:9]([CH2:12][C:13]2[CH:18]=[CH:17][C:16]([C:19]([F:22])([F:21])[F:20])=[CH:15][CH:14]=2)[N:8]2[CH:23]=[CH:24][CH:25]=[C:7]2[C:6]=1[OH:26])=[O:4].[NH2:27][C@H:28]([C:30]([OH:32])=[O:31])[CH3:29].C[O-].[Na+], predict the reaction product. The product is: [OH:26][C:6]1[C:7]2[N:8]([CH:23]=[CH:24][CH:25]=2)[N:9]([CH2:12][C:13]2[CH:14]=[CH:15][C:16]([C:19]([F:22])([F:21])[F:20])=[CH:17][CH:18]=2)[C:10](=[O:11])[C:5]=1[C:3]([NH:27][C@@H:28]([CH3:29])[C:30]([OH:32])=[O:31])=[O:4]. (6) The product is: [CH2:22]([NH:24][C:2]1[C:3]2[CH:11]=[CH:10][N:9]([S:12]([C:15]3[CH:20]=[CH:19][C:18]([CH3:21])=[CH:17][CH:16]=3)(=[O:14])=[O:13])[C:4]=2[N:5]=[C:6]([I:8])[N:7]=1)[CH3:23]. Given the reactants Cl[C:2]1[C:3]2[CH:11]=[CH:10][N:9]([S:12]([C:15]3[CH:20]=[CH:19][C:18]([CH3:21])=[CH:17][CH:16]=3)(=[O:14])=[O:13])[C:4]=2[N:5]=[C:6]([I:8])[N:7]=1.[CH2:22]([NH2:24])[CH3:23].CCN(C(C)C)C(C)C, predict the reaction product.